Dataset: NCI-60 drug combinations with 297,098 pairs across 59 cell lines. Task: Regression. Given two drug SMILES strings and cell line genomic features, predict the synergy score measuring deviation from expected non-interaction effect. (1) Drug 1: CN(C)N=NC1=C(NC=N1)C(=O)N. Drug 2: CC1=CC=C(C=C1)C2=CC(=NN2C3=CC=C(C=C3)S(=O)(=O)N)C(F)(F)F. Cell line: SF-539. Synergy scores: CSS=3.65, Synergy_ZIP=-2.94, Synergy_Bliss=0.570, Synergy_Loewe=1.10, Synergy_HSA=1.70. (2) Drug 1: C1CCC(C1)C(CC#N)N2C=C(C=N2)C3=C4C=CNC4=NC=N3. Drug 2: CCCS(=O)(=O)NC1=C(C(=C(C=C1)F)C(=O)C2=CNC3=C2C=C(C=N3)C4=CC=C(C=C4)Cl)F. Cell line: SK-MEL-5. Synergy scores: CSS=14.9, Synergy_ZIP=8.48, Synergy_Bliss=3.39, Synergy_Loewe=-31.8, Synergy_HSA=-10.4. (3) Drug 1: CN(CC1=CN=C2C(=N1)C(=NC(=N2)N)N)C3=CC=C(C=C3)C(=O)NC(CCC(=O)O)C(=O)O. Drug 2: C1C(C(OC1N2C=NC3=C(N=C(N=C32)Cl)N)CO)O. Cell line: DU-145. Synergy scores: CSS=32.1, Synergy_ZIP=-15.3, Synergy_Bliss=-5.24, Synergy_Loewe=-6.54, Synergy_HSA=-3.32.